Task: Predict the reaction yield, written as a fraction of the theoretical maximum amount of product (1.0 means a 100% yield; for example, 0.34 means a 34% yield).. Dataset: Reaction yield outcomes from USPTO patents with 853,638 reactions (1) The reactants are C(OC(=O)[NH:7][CH2:8][CH2:9][CH2:10][O:11][C:12]1[CH:13]=[CH:14][C:15]2[C:16]3[N:17]([CH2:33][CH2:34][N:35]=3)[C:18]([NH:24][C:25]([C:27]3[CH:28]=[N:29][CH:30]=[CH:31][CH:32]=3)=[O:26])=[N:19][C:20]=2[C:21]=1[O:22][CH3:23])(C)(C)C.C(#N)C. The catalyst is FC(F)(F)C(O)=O.ClCCl. The product is [NH2:7][CH2:8][CH2:9][CH2:10][O:11][C:12]1[CH:13]=[CH:14][C:15]2[C:16]3[N:17]([CH2:33][CH2:34][N:35]=3)[C:18]([NH:24][C:25](=[O:26])[C:27]3[CH:32]=[CH:31][CH:30]=[N:29][CH:28]=3)=[N:19][C:20]=2[C:21]=1[O:22][CH3:23]. The yield is 0.600. (2) The reactants are [C:1]([C:4]1[C:22](=[O:23])[C@@:8]2([CH3:24])[C:9]3[C:15]([OH:16])=[CH:14][C:13]([O:17][CH3:18])=[C:12]([C:19]([NH2:21])=[O:20])[C:10]=3[O:11][C:7]2=[CH:6][C:5]=1[OH:25])(=[O:3])[CH3:2].[CH3:26][C:27]1[C:34]([CH3:35])=[CH:33][CH:32]=[C:31]([CH3:36])[C:28]=1[CH:29]=O.C([SiH](CC)CC)C.FC(F)(F)C(O)=O. The catalyst is C(#N)C. The product is [C:1]([C:4]1[C:22](=[O:23])[C@@:8]2([CH3:24])[C:9]3[C:15]([OH:16])=[CH:14][C:13]([O:17][CH3:18])=[C:12]([C:19]([NH:21][CH2:26][C:27]4[C:34]([CH3:35])=[CH:33][CH:32]=[C:31]([CH3:36])[C:28]=4[CH3:29])=[O:20])[C:10]=3[O:11][C:7]2=[CH:6][C:5]=1[OH:25])(=[O:3])[CH3:2]. The yield is 0.450. (3) The reactants are [CH2:1]([O:3][C:4]([C:6]1[CH:7]=[C:8]2[C:13](=[C:14]([CH:16]=O)[CH:15]=1)[O:12][C:11]([CH3:19])([CH3:18])[CH2:10][C:9]2([CH3:21])[CH3:20])=[O:5])[CH3:2].[CH:22]1([NH2:25])[CH2:24][CH2:23]1.C([BH3-])#N.[Na+].C(=O)([O-])[O-].[K+].[K+].[CH:36](I)([CH3:38])[CH3:37]. The catalyst is ClCCl.C(#N)C.CC(C)=O.C(O)(=O)C. The product is [CH2:1]([O:3][C:4]([C:6]1[CH:7]=[C:8]2[C:13](=[C:14]([CH2:16][N:25]([CH:22]3[CH2:24][CH2:23]3)[CH:36]([CH3:38])[CH3:37])[CH:15]=1)[O:12][C:11]([CH3:19])([CH3:18])[CH2:10][C:9]2([CH3:21])[CH3:20])=[O:5])[CH3:2]. The yield is 0.710. (4) The reactants are [Br:1][C:2]1[C:14]([CH3:15])=[CH:13][C:5]([C:6]([N:8]=[CH:9][N:10](C)C)=O)=[C:4]([F:16])[CH:3]=1.O.[NH2:18]N. The catalyst is C(O)(=O)C. The product is [Br:1][C:2]1[C:14]([CH3:15])=[CH:13][C:5]([C:6]2[N:8]=[CH:9][NH:10][N:18]=2)=[C:4]([F:16])[CH:3]=1. The yield is 0.680. (5) The reactants are [CH2:1]([O:8][C@H:9]1[C@H:16]([O:17][CH2:18][C:19]2[CH:24]=[CH:23][CH:22]=[CH:21][CH:20]=2)[C@@H:15]([CH2:25][O:26][CH2:27][C:28]2[CH:33]=[CH:32][C:31]([Cl:34])=[CH:30][CH:29]=2)[O:14][C@@H:11]([O:12][CH3:13])[C@@H:10]1[OH:35])[C:2]1[CH:7]=[CH:6][CH:5]=[CH:4][CH:3]=1.[C:36](Cl)(=[O:43])[C:37]1[CH:42]=[CH:41][CH:40]=[CH:39][CH:38]=1. The catalyst is C(Cl)Cl.CN(C1C=CN=CC=1)C. The product is [C:36]([O:35][C@@H:10]1[C@@H:9]([O:8][CH2:1][C:2]2[CH:7]=[CH:6][CH:5]=[CH:4][CH:3]=2)[C@H:16]([O:17][CH2:18][C:19]2[CH:24]=[CH:23][CH:22]=[CH:21][CH:20]=2)[C@@H:15]([CH2:25][O:26][CH2:27][C:28]2[CH:29]=[CH:30][C:31]([Cl:34])=[CH:32][CH:33]=2)[O:14][C@H:11]1[O:12][CH3:13])(=[O:43])[C:37]1[CH:42]=[CH:41][CH:40]=[CH:39][CH:38]=1. The yield is 0.840.